Dataset: Peptide-MHC class I binding affinity with 185,985 pairs from IEDB/IMGT. Task: Regression. Given a peptide amino acid sequence and an MHC pseudo amino acid sequence, predict their binding affinity value. This is MHC class I binding data. (1) The MHC is HLA-A31:01 with pseudo-sequence HLA-A31:01. The binding affinity (normalized) is 0.0202. The peptide sequence is ACQGVGGPGHK. (2) The peptide sequence is GTTSSVDEQIQ. The MHC is Mamu-B03 with pseudo-sequence Mamu-B03. The binding affinity (normalized) is 0. (3) The peptide sequence is ERILSTYLGR. The MHC is Mamu-B8301 with pseudo-sequence Mamu-B8301. The binding affinity (normalized) is 0.467. (4) The peptide sequence is EELKSLYNTV. The MHC is HLA-B08:02 with pseudo-sequence HLA-B08:02. The binding affinity (normalized) is 0.0847. (5) The peptide sequence is RWFDNNHDL. The MHC is HLA-A24:03 with pseudo-sequence HLA-A24:03. The binding affinity (normalized) is 1.00. (6) The peptide sequence is FLKENGGL. The MHC is HLA-B35:03 with pseudo-sequence HLA-B35:03. The binding affinity (normalized) is 0. (7) The peptide sequence is YLYLRPYAL. The MHC is BoLA-AW10 with pseudo-sequence BoLA-AW10. The binding affinity (normalized) is 0.0641. (8) The MHC is HLA-B35:01 with pseudo-sequence HLA-B35:01. The peptide sequence is VPSHISSLI. The binding affinity (normalized) is 0.396. (9) The binding affinity (normalized) is 0.896. The peptide sequence is HLFYSAVLL. The MHC is HLA-A68:02 with pseudo-sequence HLA-A68:02. (10) The peptide sequence is LLRARGETY. The binding affinity (normalized) is 0. The MHC is Mamu-B17 with pseudo-sequence Mamu-B17.